The task is: Predict the reaction yield, written as a fraction of the theoretical maximum amount of product (1.0 means a 100% yield; for example, 0.34 means a 34% yield).. This data is from Reaction yield outcomes from USPTO patents with 853,638 reactions. (1) The reactants are C1(OC)C=CC=CC=1.C(OC([N:16]1[CH2:21][CH2:20][CH:19]([CH2:22][O:23][CH2:24][CH:25]([NH:33][C:34]([C:36]2[CH:44]=[C:43]3[C:39]([CH:40]=[CH:41][NH:42]3)=[CH:38][CH:37]=2)=[O:35])[C:26]2[CH:31]=[CH:30][C:29]([F:32])=[CH:28][CH:27]=2)[CH2:18][CH2:17]1)=O)(C)(C)C. No catalyst specified. The product is [F:32][C:29]1[CH:30]=[CH:31][C:26]([CH:25]([NH:33][C:34]([C:36]2[CH:44]=[C:43]3[C:39]([CH:40]=[CH:41][NH:42]3)=[CH:38][CH:37]=2)=[O:35])[CH2:24][O:23][CH2:22][CH:19]2[CH2:18][CH2:17][NH:16][CH2:21][CH2:20]2)=[CH:27][CH:28]=1. The yield is 1.00. (2) The yield is 0.960. The reactants are [N+:1]([C:4]1[CH:21]=[CH:20][C:7]([CH2:8][NH:9][CH2:10][C:11]2[CH:16]=[CH:15][C:14]([N+:17]([O-:19])=[O:18])=[CH:13][CH:12]=2)=[CH:6][CH:5]=1)([O-:3])=[O:2].[C:22](OC(=O)C)(=[O:24])[CH3:23]. The product is [N+:1]([C:4]1[CH:5]=[CH:6][C:7]([CH2:8][N:9]([CH2:10][C:11]2[CH:16]=[CH:15][C:14]([N+:17]([O-:19])=[O:18])=[CH:13][CH:12]=2)[C:22](=[O:24])[CH3:23])=[CH:20][CH:21]=1)([O-:3])=[O:2]. The catalyst is N1C=CC=CC=1. (3) The reactants are [N-:1]=[N+:2]=[N-:3].[Na+].CS(O[CH2:10][CH2:11][CH2:12][C:13]1([O:19][Si:20]([C:23]([CH3:26])([CH3:25])[CH3:24])([CH3:22])[CH3:21])[CH2:18][CH2:17][CH2:16][CH2:15][CH2:14]1)(=O)=O. The catalyst is CN(C)C=O.C(OCC)C. The product is [N:1]([CH2:10][CH2:11][CH2:12][C:13]1([O:19][Si:20]([C:23]([CH3:24])([CH3:26])[CH3:25])([CH3:21])[CH3:22])[CH2:14][CH2:15][CH2:16][CH2:17][CH2:18]1)=[N+:2]=[N-:3]. The yield is 0.950.